Dataset: Forward reaction prediction with 1.9M reactions from USPTO patents (1976-2016). Task: Predict the product of the given reaction. (1) Given the reactants [NH2:1][C:2]1[S:6][C:5]2[CH2:7][CH2:8][CH2:9][C:4]=2[C:3]=1[C:10]([C:12]1[CH:17]=[CH:16][C:15]([CH3:18])=[CH:14][CH:13]=1)=O.[CH3:19][O:20][C:21](=[O:32])[CH2:22][CH2:23][C:24](=O)[C:25]1[CH:30]=[CH:29][CH:28]=[CH:27][CH:26]=1.Cl[Si](C)(C)C, predict the reaction product. The product is: [C:25]1([C:24]2[N:1]=[C:2]3[S:6][C:5]4[CH2:7][CH2:8][CH2:9][C:4]=4[C:3]3=[C:10]([C:12]3[CH:17]=[CH:16][C:15]([CH3:18])=[CH:14][CH:13]=3)[C:23]=2[CH2:22][C:21]([O:20][CH3:19])=[O:32])[CH:30]=[CH:29][CH:28]=[CH:27][CH:26]=1. (2) Given the reactants [H-].[Na+].I.[OH:4][CH2:5][CH:6]1[CH2:11][CH2:10][N:9]([CH3:12])[CH2:8][CH2:7]1.CN1CCCC1=O.[CH:20]1([NH:27][C:28]2[C:29]3[CH:37]=[C:36](F)[N:35]=[CH:34][C:30]=3[N:31]=[CH:32][N:33]=2)[CH2:26][CH2:25][CH2:24][CH2:23][CH2:22][CH2:21]1, predict the reaction product. The product is: [CH:20]1([NH:27][C:28]2[C:29]3[CH:37]=[C:36]([O:4][CH2:5][CH:6]4[CH2:11][CH2:10][N:9]([CH3:12])[CH2:8][CH2:7]4)[N:35]=[CH:34][C:30]=3[N:31]=[CH:32][N:33]=2)[CH2:21][CH2:22][CH2:23][CH2:24][CH2:25][CH2:26]1.